From a dataset of Catalyst prediction with 721,799 reactions and 888 catalyst types from USPTO. Predict which catalyst facilitates the given reaction. (1) Reactant: [C:1](Cl)(=[O:3])[CH3:2].C(N(CC)CC)C.[I:12][C:13]1[CH:14]=[N:15][NH:16][CH:17]=1.O. Product: [C:1]([N:15]1[CH:14]=[C:13]([I:12])[CH:17]=[N:16]1)(=[O:3])[CH3:2]. The catalyst class is: 4. (2) Reactant: [CH3:1][O:2][C:3]1[CH:8]=[CH:7][C:6]([S:9](Cl)(=[O:11])=[O:10])=[CH:5][CH:4]=1.[F-:13].[K+].[F-].[Ca+2].[F-]. Product: [CH3:1][O:2][C:3]1[CH:8]=[CH:7][C:6]([S:9]([F:13])(=[O:11])=[O:10])=[CH:5][CH:4]=1. The catalyst class is: 10.